This data is from Full USPTO retrosynthesis dataset with 1.9M reactions from patents (1976-2016). The task is: Predict the reactants needed to synthesize the given product. (1) The reactants are: Br[C:2]1[CH:7]=[CH:6][C:5]([CH:8]([CH3:10])[CH3:9])=[CH:4][CH:3]=1.C([Li])CCC.CCCCCC.[OH:22][C:23]1[CH:30]=[C:29]([CH3:31])[CH:28]=[C:27]([CH3:32])[C:24]=1[CH:25]=[O:26]. Given the product [OH:26][CH:25]([C:2]1[CH:7]=[CH:6][C:5]([CH:8]([CH3:10])[CH3:9])=[CH:4][CH:3]=1)[C:24]1[C:27]([CH3:32])=[CH:28][C:29]([CH3:31])=[CH:30][C:23]=1[OH:22], predict the reactants needed to synthesize it. (2) Given the product [CH2:1]([N:3]1[C:7]2[CH:8]=[CH:9][C:10]([C:12]3[C:13]([C:20]4[CH:21]=[C:22]([CH3:26])[CH:23]=[CH:24][CH:25]=4)=[N:14][N:15]([CH2:17][CH:18]([OH:19])[CH2:37][NH:36][CH2:34][CH3:35])[CH:16]=3)=[CH:11][C:6]=2[N:5]([CH2:27][CH3:28])[C:4]1=[O:29])[CH3:2], predict the reactants needed to synthesize it. The reactants are: [CH2:1]([N:3]1[C:7]2[CH:8]=[CH:9][C:10]([C:12]3[C:13]([C:20]4[CH:21]=[C:22]([CH3:26])[CH:23]=[CH:24][CH:25]=4)=[N:14][N:15]([CH2:17][CH:18]=[O:19])[CH:16]=3)=[CH:11][C:6]=2[N:5]([CH2:27][CH3:28])[C:4]1=[O:29])[CH3:2].C(I)C=C.[CH2:34]([NH:36][CH2:37]C)[CH3:35]. (3) Given the product [C:25]([O:29][C:30](=[O:31])[NH:32][CH:33]([C:34](=[O:36])[NH:46][C:41]1[CH:40]=[C:39]([Cl:38])[CH:44]=[C:43]([NH2:45])[N:42]=1)[CH3:37])([CH3:26])([CH3:27])[CH3:28], predict the reactants needed to synthesize it. The reactants are: CN(C(ON1N=NC2C=CC=NC1=2)=[N+](C)C)C.F[P-](F)(F)(F)(F)F.[C:25]([O:29][C:30]([NH:32][CH:33]([CH3:37])[C:34]([OH:36])=O)=[O:31])([CH3:28])([CH3:27])[CH3:26].[Cl:38][C:39]1[CH:44]=[C:43]([NH2:45])[N:42]=[C:41]([NH2:46])[CH:40]=1.CCN(C(C)C)C(C)C. (4) Given the product [Cl:8][C:4]1[CH:5]=[CH:6][CH:7]=[C:2]([Cl:1])[C:3]=1[S:9]([N:12]([CH3:13])[CH2:14][C:15]1[O:19][CH:18]=[C:17]([C:20]([N:46]2[CH2:45][CH2:44][N:43]([CH2:42][CH:39]3[CH2:40][CH2:41][N:36]([CH3:35])[CH2:37][CH2:38]3)[CH2:48][CH2:47]2)=[O:21])[CH:16]=1)(=[O:10])=[O:11], predict the reactants needed to synthesize it. The reactants are: [Cl:1][C:2]1[CH:7]=[CH:6][CH:5]=[C:4]([Cl:8])[C:3]=1[S:9]([N:12]([CH2:14][C:15]1[O:19][CH:18]=[C:17]([C:20](O)=[O:21])[CH:16]=1)[CH3:13])(=[O:11])=[O:10].C1N=CN(C(N2C=NC=C2)=O)C=1.[CH3:35][N:36]1[CH2:41][CH2:40][CH:39]([CH2:42][N:43]2[CH2:48][CH2:47][NH:46][CH2:45][CH2:44]2)[CH2:38][CH2:37]1. (5) The reactants are: Br[C:2]1[CH:3]=[C:4]2[O:10][C:9]([NH:11][C:12]([O:14][C:15]([CH3:18])([CH3:17])[CH3:16])=[O:13])=[C:8]([C:19]([O:21][CH2:22][CH3:23])=[O:20])[C:5]2=[N:6][CH:7]=1.[O:24]1[CH2:28][CH2:27][C:26](B2OC(C)(C)C(C)(C)O2)=[CH:25]1.C(=O)([O-])[O-].[K+].[K+]. Given the product [C:15]([O:14][C:12]([NH:11][C:9]1[O:10][C:4]2[C:5](=[N:6][CH:7]=[C:2]([C:26]3[CH2:27][CH2:28][O:24][CH:25]=3)[CH:3]=2)[C:8]=1[C:19]([O:21][CH2:22][CH3:23])=[O:20])=[O:13])([CH3:18])([CH3:17])[CH3:16], predict the reactants needed to synthesize it. (6) Given the product [CH:1]1([NH:4][C:5]([C:6]2[CH:11]=[CH:10][C:9]([C:12]3[N:17]=[C:16]4[N:18]([CH2:21][C:22]5[CH:23]=[C:24]6[C:29](=[CH:30][CH:31]=5)[N+:28]([O-:42])=[CH:27][CH:26]=[CH:25]6)[N:19]=[N:20][C:15]4=[CH:14][CH:13]=3)=[CH:8][C:7]=2[F:32])=[O:33])[CH2:2][CH2:3]1, predict the reactants needed to synthesize it. The reactants are: [CH:1]1([NH:4][C:5](=[O:33])[C:6]2[CH:11]=[CH:10][C:9]([C:12]3[N:17]=[C:16]4[N:18]([CH2:21][C:22]5[CH:23]=[C:24]6[C:29](=[CH:30][CH:31]=5)[N:28]=[CH:27][CH:26]=[CH:25]6)[N:19]=[N:20][C:15]4=[CH:14][CH:13]=3)=[CH:8][C:7]=2[F:32])[CH2:3][CH2:2]1.ClC1C=CC=C(C(OO)=[O:42])C=1. (7) Given the product [CH3:1][O:2][C@H:3]([CH2:7][CH2:6][S:19][C:10]1[CH:11]=[CH:12][C:13]2[C:18](=[CH:17][CH:16]=[CH:15][CH:14]=2)[CH:9]=1)[C:4]([OH:5])=[O:8], predict the reactants needed to synthesize it. The reactants are: [CH3:1][O:2][C@@H:3]1[CH2:7][CH2:6][O:5][C:4]1=[O:8].[CH:9]1[C:18]2[C:13](=[CH:14][CH:15]=[CH:16][CH:17]=2)[CH:12]=[CH:11][C:10]=1[SH:19].[H-].[Na+]. (8) Given the product [C:37]([C:36]1[CH:39]=[C:40]([C:2]2[N:7]=[CH:6][N:5]=[C:4]([NH:8][C:9]3[CH:10]=[N:11][N:12]([CH:14]4[CH2:19][CH2:18][N:17]([C:20]([O:22][C:23]([CH3:26])([CH3:25])[CH3:24])=[O:21])[CH2:16][CH2:15]4)[CH:13]=3)[N:3]=2)[CH:41]=[CH:42][C:35]=1[O:34][C@H:29]1[CH2:30][CH2:31][CH2:32][CH2:33][C@H:28]1[F:27])#[N:38], predict the reactants needed to synthesize it. The reactants are: Cl[C:2]1[N:7]=[CH:6][N:5]=[C:4]([NH:8][C:9]2[CH:10]=[N:11][N:12]([CH:14]3[CH2:19][CH2:18][N:17]([C:20]([O:22][C:23]([CH3:26])([CH3:25])[CH3:24])=[O:21])[CH2:16][CH2:15]3)[CH:13]=2)[N:3]=1.[F:27][C@@H:28]1[CH2:33][CH2:32][CH2:31][CH2:30][C@@H:29]1[O:34][C:35]1[CH:42]=[CH:41][C:40](B2OC(C)(C)C(C)(C)O2)=[CH:39][C:36]=1[C:37]#[N:38].C(=O)([O-])[O-].[Na+].[Na+]. (9) The reactants are: [CH3:1][C:2]1[CH:7]=[C:6]([C:8]2[CH:13]=[CH:12][C:11]([NH2:14])=[CH:10][CH:9]=2)[CH:5]=[CH:4][N:3]=1.[Br:15][C:16]1[CH:17]=[C:18]2[C:23](=[CH:24][CH:25]=1)[O:22][C:21]([CH3:27])([CH3:26])[CH2:20][CH:19]2[C:28](O)=[O:29].C1CN([P+](ON2N=NC3C=CC=CC2=3)(N2CCCC2)N2CCCC2)CC1.F[P-](F)(F)(F)(F)F.CCN(C(C)C)C(C)C. Given the product [Br:15][C:16]1[CH:17]=[C:18]2[C:23](=[CH:24][CH:25]=1)[O:22][C:21]([CH3:26])([CH3:27])[CH2:20][CH:19]2[C:28]([NH:14][C:11]1[CH:12]=[CH:13][C:8]([C:6]2[CH:5]=[CH:4][N:3]=[C:2]([CH3:1])[CH:7]=2)=[CH:9][CH:10]=1)=[O:29], predict the reactants needed to synthesize it. (10) Given the product [CH2:1]([C:3]1[CH:4]=[C:5]([CH:33]2[CH2:34][CH2:35][N:36]([C:39]([O:41][C:42]([CH3:43])([CH3:45])[CH3:44])=[O:40])[CH2:37][CH2:38]2)[CH:6]=[CH:7][C:8]=1[NH:9][C:10]1[N:15]=[C:14]([CH2:16][CH2:17][C:18]2[CH:23]=[CH:22][CH:21]=[CH:20][C:19]=2[CH2:24][C:25]([O:27][CH3:28])=[O:26])[C:13]([C:29]([F:32])([F:31])[F:30])=[CH:12][N:11]=1)[CH3:2], predict the reactants needed to synthesize it. The reactants are: [CH2:1]([C:3]1[CH:4]=[C:5]([CH:33]2[CH2:38][CH2:37][N:36]([C:39]([O:41][C:42]([CH3:45])([CH3:44])[CH3:43])=[O:40])[CH2:35][CH2:34]2)[CH:6]=[CH:7][C:8]=1[NH:9][C:10]1[N:15]=[C:14]([C:16]#[C:17][C:18]2[CH:23]=[CH:22][CH:21]=[CH:20][C:19]=2[CH2:24][C:25]([O:27][CH3:28])=[O:26])[C:13]([C:29]([F:32])([F:31])[F:30])=[CH:12][N:11]=1)[CH3:2].